Task: Predict which catalyst facilitates the given reaction.. Dataset: Catalyst prediction with 721,799 reactions and 888 catalyst types from USPTO (1) Reactant: [Na:1].CC1C(C[S:23]([C:25]2[NH:29][C:28]3[CH:30]=[CH:31][CH:32]=[CH:33][C:27]=3[N:26]=2)=[O:24])=NC=CC=1OCC1(C)OCC2(OCCO2)CO1.[CH3:34][C:35]1([CH3:53])[O:40][CH2:39][CH:38]([CH2:41][O:42][C:43]2[C:48]([CH3:49])=[CH:47][N:46]=[C:45]([CH2:50]O)[C:44]=2[CH3:52])[CH2:37][O:36]1.O.CC1(C)OCC(COC2C(C)=CN=C(CO)C=2C)CO1.N1C2C=[C:81]3[O:87]CC[O:84][C:82]3=CC=2N=C1S. Product: [Na:1].[CH3:34][C:35]1([CH3:53])[O:40][CH2:39][CH:38]([CH2:41][O:42][C:43]2[C:48]([CH3:49])=[CH:47][N:46]=[C:45]([CH2:50][S:23]([C:25]3[NH:26][C:27]4[CH:33]=[C:32]5[O:87][CH2:81][CH2:82][O:84][C:31]5=[CH:30][C:28]=4[N:29]=3)=[O:24])[C:44]=2[CH3:52])[CH2:37][O:36]1. The catalyst class is: 11. (2) Reactant: [CH3:1][C:2]1[C:6]2[CH:7]=[CH:8][CH:9]=[CH:10][C:5]=2[S:4][CH:3]=1.[B-](F)(F)(F)[F:12].[B-](F)(F)(F)F.C1[N+]2(CCl)CC[N+](F)(CC2)C1. Product: [F:12][C:3]1[S:4][C:5]2[CH:10]=[CH:9][CH:8]=[CH:7][C:6]=2[C:2]=1[CH3:1]. The catalyst class is: 10. (3) The catalyst class is: 22. Product: [C:10]([CH2:9][N:4]([CH2:5][C:6]([OH:8])=[O:7])[CH2:3][CH2:2][NH:1][CH2:18][C:16]([O:15][CH2:14][CH3:13])=[O:17])([OH:12])=[O:11]. Reactant: [NH2:1][CH2:2][CH2:3][N:4]([CH2:9][C:10]([OH:12])=[O:11])[CH2:5][C:6]([OH:8])=[O:7].[CH3:13][CH2:14][O:15][C:16]([CH2:18]Br)=[O:17].C([O-])(O)=O.[Na+].C1(C)C=CC=CC=1.C(OCC)(=O)C.